This data is from NCI-60 drug combinations with 297,098 pairs across 59 cell lines. The task is: Regression. Given two drug SMILES strings and cell line genomic features, predict the synergy score measuring deviation from expected non-interaction effect. (1) Drug 1: C1CC(=O)NC(=O)C1N2C(=O)C3=CC=CC=C3C2=O. Drug 2: CC1CCCC2(C(O2)CC(NC(=O)CC(C(C(=O)C(C1O)C)(C)C)O)C(=CC3=CSC(=N3)C)C)C. Cell line: HCT116. Synergy scores: CSS=54.5, Synergy_ZIP=0.914, Synergy_Bliss=1.17, Synergy_Loewe=-30.0, Synergy_HSA=1.60. (2) Drug 1: CCC1=C2CN3C(=CC4=C(C3=O)COC(=O)C4(CC)O)C2=NC5=C1C=C(C=C5)O. Drug 2: C1CCC(C(C1)N)N.C(=O)(C(=O)[O-])[O-].[Pt+4]. Cell line: HCT-15. Synergy scores: CSS=49.2, Synergy_ZIP=3.55, Synergy_Bliss=5.30, Synergy_Loewe=6.13, Synergy_HSA=7.83.